Dataset: Forward reaction prediction with 1.9M reactions from USPTO patents (1976-2016). Task: Predict the product of the given reaction. (1) Given the reactants [OH:1][C:2]1[CH:7]=[CH:6][C:5]([CH:8]2[CH2:10][CH:9]2[C:11]([O:13][CH3:14])=[O:12])=[CH:4][CH:3]=1.[CH3:15][CH:16]([CH3:44])[CH2:17][CH2:18][N:19]([CH2:35][C:36]1[CH:41]=[CH:40][C:39]([CH2:42]O)=[CH:38][CH:37]=1)[C:20]1[S:21][CH:22]=[C:23]([C:25]2[CH:30]=[CH:29][C:28]([C:31]([F:34])([F:33])[F:32])=[CH:27][CH:26]=2)[N:24]=1.C(P(CCCC)CCCC)CCC.N(C(N1CCCCC1)=O)=NC(N1CCCCC1)=O, predict the reaction product. The product is: [CH3:15][CH:16]([CH3:44])[CH2:17][CH2:18][N:19]([CH2:35][C:36]1[CH:37]=[CH:38][C:39]([CH2:42][O:1][C:2]2[CH:3]=[CH:4][C:5]([CH:8]3[CH2:10][CH:9]3[C:11]([O:13][CH3:14])=[O:12])=[CH:6][CH:7]=2)=[CH:40][CH:41]=1)[C:20]1[S:21][CH:22]=[C:23]([C:25]2[CH:26]=[CH:27][C:28]([C:31]([F:32])([F:33])[F:34])=[CH:29][CH:30]=2)[N:24]=1. (2) Given the reactants [Br:1][C:2]1[CH:3]=[N:4][NH:5][C:6]=1[NH2:7].[H-].[Na+].[CH3:10][Si:11]([CH2:14][CH2:15][O:16][CH2:17]Cl)([CH3:13])[CH3:12], predict the reaction product. The product is: [Br:1][C:2]1[CH:3]=[N:4][N:5]([CH2:17][O:16][CH2:15][CH2:14][Si:11]([CH3:13])([CH3:12])[CH3:10])[C:6]=1[NH2:7]. (3) Given the reactants C(N(CC)CC)C.[C:8]1(=[O:18])[NH:12][C:11](=[O:13])[C:10]2=[CH:14][CH:15]=[CH:16][CH:17]=[C:9]12.[K].[C:20]([Si:24]([CH3:46])([CH3:45])[O:25][CH2:26][CH2:27][CH2:28][CH2:29][N:30]1[C:42]2[C:41]3[CH:40]=[CH:39][CH:38]=[CH:37][C:36]=3[N:35]=[CH:34][C:33]=2[N:32]=[C:31]1[CH2:43]Cl)([CH3:23])([CH3:22])[CH3:21], predict the reaction product. The product is: [Si:24]([O:25][CH2:26][CH2:27][CH2:28][CH2:29][N:30]1[C:42]2[C:41]3[CH:40]=[CH:39][CH:38]=[CH:37][C:36]=3[N:35]=[CH:34][C:33]=2[N:32]=[C:31]1[CH2:43][N:12]1[C:8](=[O:18])[C:9]2[C:10](=[CH:14][CH:15]=[CH:16][CH:17]=2)[C:11]1=[O:13])([C:20]([CH3:23])([CH3:22])[CH3:21])([CH3:45])[CH3:46]. (4) Given the reactants [CH2:1]([N:3]([CH2:34][CH3:35])[C:4]([NH:6][C:7]1[C:8]([C:18]2[NH:22][C:21]3[CH:23]=[C:24]([N:28]4[CH2:33][CH2:32][O:31][CH2:30][CH2:29]4)[C:25]([F:27])=[CH:26][C:20]=3[N:19]=2)=[N:9][N:10](C2CCCCO2)[CH:11]=1)=[O:5])[CH3:2].FC(F)(F)C(O)=O, predict the reaction product. The product is: [CH2:34]([N:3]([CH2:1][CH3:2])[C:4]([NH:6][C:7]1[C:8]([C:18]2[NH:22][C:21]3[CH:23]=[C:24]([N:28]4[CH2:29][CH2:30][O:31][CH2:32][CH2:33]4)[C:25]([F:27])=[CH:26][C:20]=3[N:19]=2)=[N:9][NH:10][CH:11]=1)=[O:5])[CH3:35]. (5) Given the reactants O[CH2:2][CH2:3][NH:4][C:5]([NH:7][CH:8]([C:15]1[CH:20]=[CH:19][CH:18]=[CH:17][CH:16]=1)[CH2:9][C:10]1[S:11][CH:12]=[CH:13][CH:14]=1)=[S:6].C1(P(C2C=CC=CC=2)C2C=CC=CC=2)C=CC=CC=1.CC(OC(/N=N/C(OC(C)C)=O)=O)C, predict the reaction product. The product is: [S:6]1[CH2:2][CH2:3][N:4]=[C:5]1[NH:7][CH:8]([C:15]1[CH:20]=[CH:19][CH:18]=[CH:17][CH:16]=1)[CH2:9][C:10]1[S:11][CH:12]=[CH:13][CH:14]=1.